From a dataset of Forward reaction prediction with 1.9M reactions from USPTO patents (1976-2016). Predict the product of the given reaction. (1) Given the reactants N(OC(C)(C)C)=O.[Cu]([C:11]#[N:12])C#N.CS(C)=O.N[C:18]1[C:19]2[C:31]([CH3:32])=[CH:30][CH:29]=[CH:28][C:20]=2[S:21][C:22]=1[C:23]([O:25][CH2:26][CH3:27])=[O:24], predict the reaction product. The product is: [C:11]([C:18]1[C:19]2[C:31]([CH3:32])=[CH:30][CH:29]=[CH:28][C:20]=2[S:21][C:22]=1[C:23]([O:25][CH2:26][CH3:27])=[O:24])#[N:12]. (2) Given the reactants C(OC(=O)[NH:7][C:8]1[CH:16]=[C:15]2[C:11]([CH:12]=[C:13]([C:17]3[C:18]([O:24][CH3:25])=[N:19][CH:20]=[CH:21][C:22]=3[I:23])[NH:14]2)=[CH:10][C:9]=1[O:26][CH3:27])(C)(C)C.FC(F)(F)C(O)=O, predict the reaction product. The product is: [I:23][C:22]1[CH:21]=[CH:20][N:19]=[C:18]([O:24][CH3:25])[C:17]=1[C:13]1[NH:14][C:15]2[C:11]([CH:12]=1)=[CH:10][C:9]([O:26][CH3:27])=[C:8]([NH2:7])[CH:16]=2. (3) Given the reactants [C:1]([C:5]1[N:10]=[C:9]2[NH:11][N:12]=[CH:13][C:8]2=[C:7]([N:14]2[CH2:18][CH2:17][C:16]([F:20])([F:19])[CH2:15]2)[N:6]=1)([CH3:4])([CH3:3])[CH3:2].Cl[CH:22]1[CH2:26][CH2:25][O:24][CH2:23]1, predict the reaction product. The product is: [C:1]([C:5]1[N:10]=[C:9]2[N:11]([CH:22]3[CH2:26][CH2:25][O:24][CH2:23]3)[N:12]=[CH:13][C:8]2=[C:7]([N:14]2[CH2:18][CH2:17][C:16]([F:19])([F:20])[CH2:15]2)[N:6]=1)([CH3:4])([CH3:2])[CH3:3]. (4) Given the reactants [Cl:1][C:2]1[CH:3]=[CH:4][C:5]2[N:9]=[C:8]([S:10][CH2:11][C:12]3[CH:17]=[CH:16][C:15]([CH:18]([CH3:20])[CH3:19])=[CH:14][CH:13]=3)[N:7]([C:21]3[CH:26]=[CH:25][C:24]([O:27][CH2:28][CH3:29])=[CH:23][CH:22]=3)[C:6]=2[CH:30]=1.C(OCC)(=O)C.Cl, predict the reaction product. The product is: [ClH:1].[Cl:1][C:2]1[CH:3]=[CH:4][C:5]2[N:9]=[C:8]([S:10][CH2:11][C:12]3[CH:13]=[CH:14][C:15]([CH:18]([CH3:20])[CH3:19])=[CH:16][CH:17]=3)[N:7]([C:21]3[CH:22]=[CH:23][C:24]([O:27][CH2:28][CH3:29])=[CH:25][CH:26]=3)[C:6]=2[CH:30]=1. (5) Given the reactants [Br:1][C:2]1[C:10]2[C:5](=[CH:6][CH:7]=[C:8]([N+:11]([O-:13])=[O:12])[CH:9]=2)[NH:4][N:3]=1.C1COCC1.[C:19](O[C:19]([O:21][C:22]([CH3:25])([CH3:24])[CH3:23])=[O:20])([O:21][C:22]([CH3:25])([CH3:24])[CH3:23])=[O:20].O, predict the reaction product. The product is: [Br:1][C:2]1[C:10]2[C:5](=[CH:6][CH:7]=[C:8]([N+:11]([O-:13])=[O:12])[CH:9]=2)[N:4]([C:19]([O:21][C:22]([CH3:25])([CH3:24])[CH3:23])=[O:20])[N:3]=1. (6) Given the reactants [C:1]([N:4]1[C:13]2[C:8](=[CH:9][C:10]([C:14]3[CH:15]=[N:16][N:17]([CH:19]4[CH2:22][O:21][CH2:20]4)[CH:18]=3)=[CH:11][CH:12]=2)[N:7]([C:23](Cl)=[O:24])[CH2:6][C@@H:5]1[CH3:26])(=[O:3])[CH3:2].[N:27]1[CH:32]=[CH:31][CH:30]=[C:29]([OH:33])[CH:28]=1.N1C=CC=CC=1, predict the reaction product. The product is: [C:1]([N:4]1[C:13]2[C:8](=[CH:9][C:10]([C:14]3[CH:15]=[N:16][N:17]([CH:19]4[CH2:22][O:21][CH2:20]4)[CH:18]=3)=[CH:11][CH:12]=2)[N:7]([C:23]([O:33][C:29]2[CH:28]=[N:27][CH:32]=[CH:31][CH:30]=2)=[O:24])[CH2:6][C@@H:5]1[CH3:26])(=[O:3])[CH3:2]. (7) Given the reactants [Cl:1][C:2]1[CH:39]=[CH:38][CH:37]=[CH:36][C:3]=1[CH2:4][N:5]1[CH2:10][CH2:9][C:8]2[S:11][C:12]([Si:14](C3SC4CCN(CC5C=CC=CC=5Cl)CC=4C=3)([CH2:17][CH3:18])[CH2:15][CH3:16])=[CH:13][C:7]=2[CH2:6]1.[Na+].[Cl-], predict the reaction product. The product is: [Cl:1][C:2]1[CH:39]=[CH:38][CH:37]=[CH:36][C:3]=1[CH2:4][N:5]1[CH2:10][CH2:9][C:8]2[S:11][C:12]([SiH:14]([CH2:15][CH3:16])[CH2:17][CH3:18])=[CH:13][C:7]=2[CH2:6]1. (8) Given the reactants [CH3:1][O:2][N:3]=[C:4]([CH3:14])[CH2:5][C:6]1[C:10]([Cl:11])=[C:9]([Cl:12])[S:8][C:7]=1[Cl:13].C([BH3-])#N.[Na+].[OH-].[Na+], predict the reaction product. The product is: [CH3:1][O:2][NH:3][CH:4]([CH3:14])[CH2:5][C:6]1[C:10]([Cl:11])=[C:9]([Cl:12])[S:8][C:7]=1[Cl:13]. (9) The product is: [C:26]1([C:23]2([C:32]3[CH:33]=[CH:34][CH:35]=[CH:36][CH:37]=3)[O:22][C:3]3[CH:2]=[CH:1][C:6]([C:7]4[O:17][C:16]5[CH:15]=[C:14]([OH:18])[CH:13]=[C:12]([OH:19])[C:11]=5[C:9](=[O:10])[C:8]=4[OH:20])=[CH:5][C:4]=3[O:21]2)[CH:31]=[CH:30][CH:29]=[CH:28][CH:27]=1. Given the reactants [CH:1]1[C:6]([C:7]2[O:17][C:16]3[CH:15]=[C:14]([OH:18])[CH:13]=[C:12]([OH:19])[C:11]=3[C:9](=[O:10])[C:8]=2[OH:20])=[CH:5][C:4]([OH:21])=[C:3]([OH:22])[CH:2]=1.[C:23]([C:32]1[CH:37]=[CH:36][CH:35]=[CH:34][CH:33]=1)([C:26]1[CH:31]=[CH:30][CH:29]=[CH:28][CH:27]=1)(Cl)Cl, predict the reaction product. (10) The product is: [O:55]1[C:28]2[CH:27]=[C:32]([CH2:33][NH:1][C:2]3([C:15]([O:17][CH3:18])=[O:16])[CH2:3][CH2:4][N:5]([C:8]([O:10][C:11]([CH3:12])([CH3:13])[CH3:14])=[O:9])[CH2:6][CH2:7]3)[N:31]=[CH:30][C:29]=2[O:49][CH2:47][CH2:48]1. Given the reactants [NH2:1][C:2]1([C:15]([O:17][CH3:18])=[O:16])[CH2:7][CH2:6][N:5]([C:8]([O:10][C:11]([CH3:14])([CH3:13])[CH3:12])=[O:9])[CH2:4][CH2:3]1.C(OC(C1C=N[C:27]2[C:32]([C:33]=1Br)=[N:31][C:30](OC)=[CH:29][CH:28]=2)=O)C.C(O[BH-](O[C:47](=[O:49])[CH3:48])OC(=O)C)(=O)C.[Na+].CN(C=[O:55])C, predict the reaction product.